This data is from Forward reaction prediction with 1.9M reactions from USPTO patents (1976-2016). The task is: Predict the product of the given reaction. (1) Given the reactants C[N:2]([CH:4]=[N:5][C:6]([N:8]1[C:16]2[C:11](=[CH:12][CH:13]=[C:14]([I:17])[CH:15]=2)[C:10]([CH3:19])([CH3:18])[CH2:9]1)=[S:7])C.N1C=CC=CC=1.CCO.N(S(O)(=O)=O)O, predict the reaction product. The product is: [I:17][C:14]1[CH:15]=[C:16]2[C:11]([C:10]([CH3:19])([CH3:18])[CH2:9][N:8]2[C:6]2[S:7][N:2]=[CH:4][N:5]=2)=[CH:12][CH:13]=1. (2) Given the reactants C([O:8][C:9]1[C:14]2[C:15]([NH:27][C:28]3[CH:36]=[CH:35][C:31]([C:32]([OH:34])=[O:33])=[C:30]([CH3:37])[CH:29]=3)=[N:16][N:17]([C@:18]3([CH2:24][C:25]#[N:26])[CH2:23][CH2:22][CH2:21][O:20][CH2:19]3)[C:13]=2[CH:12]=[CH:11][N:10]=1)C1C=CC=CC=1, predict the reaction product. The product is: [C:25]([CH2:24][C@@:18]1([N:17]2[C:13]3[CH:12]=[CH:11][NH:10][C:9](=[O:8])[C:14]=3[C:15]([NH:27][C:28]3[CH:36]=[CH:35][C:31]([C:32]([OH:34])=[O:33])=[C:30]([CH3:37])[CH:29]=3)=[N:16]2)[CH2:23][CH2:22][CH2:21][O:20][CH2:19]1)#[N:26]. (3) Given the reactants C[Si](C)(C)CCOC[N:7](COCC[Si](C)(C)C)[C:8]1[N:13]2[N:14]=[CH:15][C:16]([C:17]3[CH:18]=[N:19][C:20]([C:23]4[CH:28]=[CH:27][CH:26]=[CH:25][CH:24]=4)=[CH:21][CH:22]=3)=[C:12]2[N:11]=[C:10]([CH:29]2[CH2:35][CH:34]3[N:36](C(OC(C)(C)C)=O)[CH:31]([CH2:32][CH2:33]3)[CH2:30]2)[C:9]=1[C:44]([O:46]CC)=[CH2:45].[ClH:59], predict the reaction product. The product is: [NH2:7][C:8]1[N:13]2[N:14]=[CH:15][C:16]([C:17]3[CH:18]=[N:19][C:20]([C:23]4[CH:24]=[CH:25][CH:26]=[CH:27][CH:28]=4)=[CH:21][CH:22]=3)=[C:12]2[N:11]=[C:10]([CH:29]2[CH2:35][CH:34]3[NH:36][CH:31]([CH2:32][CH2:33]3)[CH2:30]2)[C:9]=1[C:44](=[O:46])[CH3:45].[ClH:59]. (4) The product is: [NH2:1][C:2]1[C:3]([C:7]2[N:8]([C:10]3[CH:15]=[CH:14][C:13]([F:16])=[C:12]([Br:17])[CH:11]=3)[C:31](=[O:33])[O:34][N:18]=2)=[N:4][O:5][N:6]=1. Given the reactants [NH2:1][C:2]1[C:3]([C:7](=[NH:18])[N:8]([C:10]2[CH:15]=[CH:14][C:13]([F:16])=[C:12]([Br:17])[CH:11]=2)O)=[N:4][O:5][N:6]=1.C1N=CN(C(N2C=NC=C2)=O)C=1.[C:31]([O:34]CC)(=[O:33])C, predict the reaction product. (5) Given the reactants [Na].C(O[C:5](=O)[C:6]([O:8][CH2:9][CH3:10])=[O:7])C.[CH3:12][CH:13]([CH3:17])[C:14](=[O:16])C, predict the reaction product. The product is: [CH2:9]([O:8][C:6](=[O:7])[CH2:5][C:14](=[O:16])[CH:13]([CH3:17])[CH3:12])[CH3:10]. (6) The product is: [ClH:30].[F:1][C:2]1[CH:3]=[CH:4][C:5]([CH2:8][CH2:9][C:10]2[CH:15]=[CH:14][N:13]([C:16]3[CH:21]=[CH:20][C:19]4[C:22]5[CH2:23][NH:24][CH2:25][CH2:26][C:27]=5[O:28][C:18]=4[CH:17]=3)[C:12](=[O:29])[CH:11]=2)=[N:6][CH:7]=1. Given the reactants [F:1][C:2]1[CH:3]=[CH:4][C:5]([CH2:8][CH2:9][C:10]2[CH:15]=[CH:14][N:13]([C:16]3[CH:21]=[CH:20][C:19]4[C:22]5[CH2:23][NH:24][CH2:25][CH2:26][C:27]=5[O:28][C:18]=4[CH:17]=3)[C:12](=[O:29])[CH:11]=2)=[N:6][CH:7]=1.[ClH:30].CCOCC, predict the reaction product. (7) Given the reactants [OH:1][C:2]1[CH:3]=[C:4]([CH:9]=[CH:10][C:11]([OH:13])=O)[CH:5]=[CH:6][C:7]=1[OH:8].C(Cl)(=O)C(Cl)=O.[N:20]1([CH2:26][CH2:27][C:28]#[N:29])[CH2:25][CH2:24][NH:23][CH2:22][CH2:21]1.C(N(CC)CC)C, predict the reaction product. The product is: [OH:1][C:2]1[CH:3]=[C:4](/[CH:9]=[CH:10]/[C:11]([N:23]2[CH2:24][CH2:25][N:20]([CH2:26][CH2:27][C:28]#[N:29])[CH2:21][CH2:22]2)=[O:13])[CH:5]=[CH:6][C:7]=1[OH:8].